From a dataset of Reaction yield outcomes from USPTO patents with 853,638 reactions. Predict the reaction yield, written as a fraction of the theoretical maximum amount of product (1.0 means a 100% yield; for example, 0.34 means a 34% yield). (1) The reactants are [C:1]([O:5][C:6](=[O:24])[CH2:7][CH2:8][CH2:9][CH2:10][CH2:11][CH2:12][CH2:13][CH2:14][CH2:15][CH2:16][CH2:17][CH2:18][CH2:19][CH2:20][C:21]([OH:23])=O)([CH3:4])([CH3:3])[CH3:2].C1C=NC2N(O)N=NC=2C=1.C1CCC(N=C=NC2CCCCC2)CC1.[C:50]([O:54][C:55](=[O:66])[C:56]1[CH:64]=[C:63]([NH2:65])[CH:62]=[C:58]([C:59]([OH:61])=[O:60])[CH:57]=1)([CH3:53])([CH3:52])[CH3:51].CCN(C(C)C)C(C)C. The catalyst is C(Cl)Cl. The product is [C:50]([O:54][C:55](=[O:66])[C:56]1[CH:64]=[C:63]([NH:65][C:21](=[O:23])[CH2:20][CH2:19][CH2:18][CH2:17][CH2:16][CH2:15][CH2:14][CH2:13][CH2:12][CH2:11][CH2:10][CH2:9][CH2:8][CH2:7][C:6]([O:5][C:1]([CH3:2])([CH3:3])[CH3:4])=[O:24])[CH:62]=[C:58]([C:59]([OH:61])=[O:60])[CH:57]=1)([CH3:53])([CH3:51])[CH3:52]. The yield is 0.860. (2) The reactants are C([C:3]1[CH:8]=[CH:7][N:6]=[C:5]([CH3:9])[CH:4]=1)C.[CH2:10]([Li])[CH2:11]CC.[Cl:15][C:16]1[CH:24]=[C:23]2[C:19]([C:20]([CH:25]=[O:26])=[N:21][NH:22]2)=[CH:18][CH:17]=1. The catalyst is C1COCC1. The product is [Cl:15][C:16]1[CH:24]=[C:23]2[C:19]([C:20]([CH:25]([OH:26])[CH2:9][C:5]3[CH:4]=[CH:3][C:8]([CH2:10][CH3:11])=[CH:7][N:6]=3)=[N:21][NH:22]2)=[CH:18][CH:17]=1. The yield is 0.320. (3) The reactants are [NH2:1][C:2]1[CH:30]=[CH:29][C:5]([O:6][C:7]2[CH:12]=[CH:11][N:10]=[C:9]3[CH:13]=[C:14]([C:16]4[CH:21]=[CH:20][C:19]([C:22]([N:24]5[CH2:28][CH2:27][CH2:26][CH2:25]5)=[O:23])=[CH:18][CH:17]=4)[S:15][C:8]=23)=[C:4]([F:31])[CH:3]=1.[F:32][C:33]1[CH:38]=[C:37]([F:39])[CH:36]=[CH:35][C:34]=1[N:40]=[C:41]=[O:42]. The catalyst is C(Cl)Cl. The product is [F:32][C:33]1[CH:38]=[C:37]([F:39])[CH:36]=[CH:35][C:34]=1[NH:40][C:41]([NH:1][C:2]1[CH:30]=[CH:29][C:5]([O:6][C:7]2[CH:12]=[CH:11][N:10]=[C:9]3[CH:13]=[C:14]([C:16]4[CH:17]=[CH:18][C:19]([C:22]([N:24]5[CH2:28][CH2:27][CH2:26][CH2:25]5)=[O:23])=[CH:20][CH:21]=4)[S:15][C:8]=23)=[C:4]([F:31])[CH:3]=1)=[O:42]. The yield is 0.590. (4) The reactants are [H-].[Na+].[NH2:3][C@@H:4]1[C:13]2[C:8](=[CH:9][CH:10]=[CH:11][CH:12]=2)[C@H:7]([OH:14])[CH2:6][CH2:5]1.F[C:16]1[CH:17]=[CH:18][C:19]2[N:20]([C:22]([C@H:25]3[CH2:30][O:29][CH2:28][CH2:27][N:26]3[CH3:31])=[N:23][N:24]=2)[CH:21]=1.N. The catalyst is CN(C=O)C.CO.C(Cl)Cl. The product is [CH3:31][N:26]1[CH2:27][CH2:28][O:29][CH2:30][C@@H:25]1[C:22]1[N:20]2[CH:21]=[C:16]([O:14][C@H:7]3[C:8]4[C:13](=[CH:12][CH:11]=[CH:10][CH:9]=4)[C@@H:4]([NH2:3])[CH2:5][CH2:6]3)[CH:17]=[CH:18][C:19]2=[N:24][N:23]=1. The yield is 0.260. (5) The reactants are [C:1]([C:3]1[C:4]([C:21]([F:24])([F:23])[F:22])=[C:5]2[C:9](=[CH:10][CH:11]=1)[N:8]([CH2:12]/[C:13](=[N:16]/[H])/[NH:14][OH:15])[C:7]([CH2:18][CH2:19][CH3:20])=[CH:6]2)#[N:2].[C:25]([C:27]1[CH:28]=[C:29]([CH:33]=[CH:34][CH:35]=1)[C:30](Cl)=O)#[N:26].C(N(CC)C(C)C)(C)C. The catalyst is C(#N)C. The product is [C:25]([C:27]1[CH:28]=[C:29]([C:30]2[O:15][N:14]=[C:13]([CH2:12][N:8]3[C:9]4[C:5](=[C:4]([C:21]([F:24])([F:23])[F:22])[C:3]([C:1]#[N:2])=[CH:11][CH:10]=4)[CH:6]=[C:7]3[CH2:18][CH2:19][CH3:20])[N:16]=2)[CH:33]=[CH:34][CH:35]=1)#[N:26]. The yield is 0.590.